This data is from Reaction yield outcomes from USPTO patents with 853,638 reactions. The task is: Predict the reaction yield, written as a fraction of the theoretical maximum amount of product (1.0 means a 100% yield; for example, 0.34 means a 34% yield). (1) The reactants are C([O:3][C:4](=[O:29])[CH:5]=[CH:6][C:7]1[CH:12]=[CH:11][C:10]([C:13](=[C:21]2[CH2:27][CH2:26][CH2:25][CH2:24][CH2:23][CH2:22]2)[C:14]2[CH:19]=[CH:18][C:17]([OH:20])=[CH:16][CH:15]=2)=[C:9]([F:28])[CH:8]=1)C.[OH-].[Na+]. The catalyst is C1COCC1.C(O)C. The product is [C:21]1(=[C:13]([C:14]2[CH:19]=[CH:18][C:17]([OH:20])=[CH:16][CH:15]=2)[C:10]2[CH:11]=[CH:12][C:7]([CH:6]=[CH:5][C:4]([OH:29])=[O:3])=[CH:8][C:9]=2[F:28])[CH2:27][CH2:26][CH2:25][CH2:24][CH2:23][CH2:22]1. The yield is 0.100. (2) The reactants are [C:1]([C:4]1[C:5]2[NH:28][CH:27]=[CH:26][C:6]=2[C:7]([C:10]2[CH2:11][N:12](C(OCC3C=CC=CC=3)=O)[CH2:13][CH2:14][CH:15]=2)=[N:8][CH:9]=1)(=[O:3])[NH2:2].CC1(C)C(C)(C)OB(C2CN(C(OCC3C=CC=CC=3)=O)CCC=2)O1.[Li+].[OH-].[NH4+].[Cl-]. The catalyst is CO.CC(O)=O.[OH-].[OH-].[Pd+2]. The product is [NH:12]1[CH2:13][CH2:14][CH2:15][CH:10]([C:7]2[C:6]3[CH:26]=[CH:27][NH:28][C:5]=3[C:4]([C:1]([NH2:2])=[O:3])=[CH:9][N:8]=2)[CH2:11]1. The yield is 0.720. (3) The reactants are Cl.Cl.[N:3]1([CH2:8][CH:9]2[CH2:14][NH:13][CH2:12][CH2:11][NH:10]2)[CH:7]=[N:6][CH:5]=[N:4]1.CCN(CC)CC.[C:22]([O:26][C:27](ONC(C1C=CC=CC=1)C#N)=[O:28])([CH3:25])([CH3:24])[CH3:23]. The catalyst is C(Cl)Cl. The product is [N:3]1([CH2:8][CH:9]2[NH:10][CH2:11][CH2:12][N:13]([C:27]([O:26][C:22]([CH3:25])([CH3:24])[CH3:23])=[O:28])[CH2:14]2)[CH:7]=[N:6][CH:5]=[N:4]1. The yield is 0.489. (4) The reactants are [Cl:1][C:2]1[CH:3]=[N:4][CH:5]=[C:6]([Cl:30])[C:7]=1[NH:8][C:9]([C:11]1[C:19]2[C:18]3[CH:20]=[C:21]([NH:24][C:25](=[O:27])[CH3:26])[CH:22]=[CH:23][C:17]=3[O:16][C:15]=2[C:14]([O:28][CH3:29])=[CH:13][CH:12]=1)=[O:10].ClC1C=CC=C(C(OO)=[O:39])C=1. The catalyst is ClCCl. The product is [Cl:30][C:6]1[CH:5]=[N:4][CH:3]=[C:2]([Cl:1])[C:7]=1[NH+:8]([O-:39])[C:9]([C:11]1[C:19]2[C:18]3[CH:20]=[C:21]([NH:24][C:25](=[O:27])[CH3:26])[CH:22]=[CH:23][C:17]=3[O:16][C:15]=2[C:14]([O:28][CH3:29])=[CH:13][CH:12]=1)=[O:10]. The yield is 0.300. (5) The reactants are C1(N=C=NC2CCCCC2)CCCCC1.C([O:19][C:20]1[C:21]([CH3:42])=[C:22]([CH:39]=[CH:40][CH:41]=1)[C:23]([NH:25][C@@H:26]([CH2:32][C:33]1[CH:38]=[CH:37][CH:36]=[CH:35][CH:34]=1)[C@H:27]([OH:31])[C:28](O)=[O:29])=[O:24])(=O)C.[CH3:43][C:44]1[CH:60]=[CH:59][CH:58]=[CH:57][C:45]=1[CH2:46][NH:47][C:48]([C@@H:50]1[C:54]([CH3:56])([CH3:55])[S:53][CH2:52][NH:51]1)=[O:49].C1C=CC2N(O)N=NC=2C=1.O. The catalyst is C(OCC)(=O)C. The product is [CH3:43][C:44]1[CH:60]=[CH:59][CH:58]=[CH:57][C:45]=1[CH2:46][NH:47][C:48]([C@@H:50]1[C:54]([CH3:56])([CH3:55])[S:53][CH2:52][N:51]1[C:28](=[O:29])[C@@H:27]([OH:31])[C@@H:26]([NH:25][C:23](=[O:24])[C:22]1[CH:39]=[CH:40][CH:41]=[C:20]([OH:19])[C:21]=1[CH3:42])[CH2:32][C:33]1[CH:34]=[CH:35][CH:36]=[CH:37][CH:38]=1)=[O:49]. The yield is 0.954. (6) The yield is 0.790. The catalyst is C(O)C. The reactants are C(O[C:4](=[O:21])[C@H:5]([N:7]1[C:12]2[CH:13]=[C:14]([N+:17]([O-:19])=[O:18])[CH:15]=[CH:16][C:11]=2[O:10][CH2:9][C:8]1=S)[CH3:6])C.O.[NH2:23][NH2:24]. The product is [CH3:6][C@@H:5]1[C:4](=[O:21])[NH:24][N:23]=[C:8]2[CH2:9][O:10][C:11]3[CH:16]=[CH:15][C:14]([N+:17]([O-:19])=[O:18])=[CH:13][C:12]=3[N:7]12. (7) The yield is 0.910. The catalyst is CC(C)=O. The product is [CH3:17][O:3][C:4]1[CH:5]=[C:6]([NH:10][C:11](=[O:16])[C:12]([CH3:13])([CH3:15])[CH3:14])[CH:7]=[CH:8][CH:9]=1. The reactants are CI.[OH:3][C:4]1[CH:5]=[C:6]([NH:10][C:11](=[O:16])[C:12]([CH3:15])([CH3:14])[CH3:13])[CH:7]=[CH:8][CH:9]=1.[C:17](=O)([O-])[O-].[K+].[K+].